From a dataset of Forward reaction prediction with 1.9M reactions from USPTO patents (1976-2016). Predict the product of the given reaction. (1) Given the reactants [C:1]([C:3]1[C:8]([F:9])=[CH:7][CH:6]=[CH:5][N:4]=1)#[N:2].[ClH:10], predict the reaction product. The product is: [ClH:10].[ClH:10].[NH2:2][CH2:1][C:3]1[C:8]([F:9])=[CH:7][CH:6]=[CH:5][N:4]=1. (2) Given the reactants Cl[C:2]1[N:7]=[CH:6][C:5]2[N:8]=[CH:9][N:10]([CH:11]3[CH2:16][CH2:15][O:14][CH2:13][CH2:12]3)[C:4]=2[CH:3]=1.[CH3:17][O:18][CH:19]1[CH2:24][CH2:23][N:22]([C:25]2[N:30]=[C:29]([NH2:31])[CH:28]=[CH:27][N:26]=2)[CH2:21][CH2:20]1.CC(C1C=C(C(C)C)C(C2C=CC=CC=2P(C2CCCCC2)C2CCCCC2)=C(C(C)C)C=1)C.C([O-])([O-])=O.[Cs+].[Cs+], predict the reaction product. The product is: [CH3:17][O:18][CH:19]1[CH2:20][CH2:21][N:22]([C:25]2[N:30]=[C:29]([NH:31][C:2]3[N:7]=[CH:6][C:5]4[N:8]=[CH:9][N:10]([CH:11]5[CH2:16][CH2:15][O:14][CH2:13][CH2:12]5)[C:4]=4[CH:3]=3)[CH:28]=[CH:27][N:26]=2)[CH2:23][CH2:24]1. (3) Given the reactants [CH2:1]([C:8]1[N:12]=[C:11]([CH:13]=[CH:14][C:15]2[CH:20]=[CH:19][C:18]([O:21]C)=[C:17]([O:23]C)[CH:16]=2)[O:10][N:9]=1)[C:2]1[CH:7]=[CH:6][CH:5]=[CH:4][CH:3]=1.B(Br)(Br)Br.C(=O)([O-])[O-].[Na+].[Na+], predict the reaction product. The product is: [CH2:1]([C:8]1[N:12]=[C:11]([CH:13]=[CH:14][C:15]2[CH:16]=[C:17]([OH:23])[C:18]([OH:21])=[CH:19][CH:20]=2)[O:10][N:9]=1)[C:2]1[CH:7]=[CH:6][CH:5]=[CH:4][CH:3]=1. (4) Given the reactants [C:1]1(=[O:10])[C:9]2[C:4](=[CH:5][CH:6]=[CH:7][CH:8]=2)[CH2:3][CH2:2]1.C1C(=O)N([Br:18])C(=O)C1.CC(N=NC(C#N)(C)C)(C#N)C, predict the reaction product. The product is: [Br:18][C:2]1[C:1](=[O:10])[C:9]2[C:4]([CH:3]=1)=[CH:5][CH:6]=[CH:7][CH:8]=2. (5) Given the reactants Cl.[S:2]1[C:6]2[CH:7]=[CH:8][CH:9]=[CH:10][C:5]=2[N:4]=[C:3]1[CH2:11][O:12][C:13]1[CH:14]=[C:15]([NH2:28])[C:16]([NH:19][CH2:20][C:21]2[CH:26]=[CH:25][C:24]([Br:27])=[CH:23][CH:22]=2)=[CH:17][CH:18]=1.[C:29]1(=[O:39])[C@@H:37]2[C@@H:32]([CH2:33][CH2:34][CH2:35][CH2:36]2)[C:31](=O)[O:30]1.CCN(C(C)C)C(C)C.Cl, predict the reaction product. The product is: [S:2]1[C:6]2[CH:7]=[CH:8][CH:9]=[CH:10][C:5]=2[N:4]=[C:3]1[CH2:11][O:12][C:13]1[CH:18]=[CH:17][C:16]2[N:19]([CH2:20][C:21]3[CH:22]=[CH:23][C:24]([Br:27])=[CH:25][CH:26]=3)[C:31]([C@H:32]3[CH2:33][CH2:34][CH2:35][CH2:36][C@H:37]3[C:29]([OH:39])=[O:30])=[N:28][C:15]=2[CH:14]=1. (6) Given the reactants C1(O[C:8](=[O:16])[NH:9][C:10]2[CH:11]=[N:12][CH:13]=[CH:14][CH:15]=2)C=CC=CC=1.[F:17][C:18]1([F:34])[O:22][C:21]2[CH:23]=[CH:24][C:25]([CH2:27][N:28]3[CH2:33][CH2:32][NH:31][CH2:30][CH2:29]3)=[CH:26][C:20]=2[O:19]1, predict the reaction product. The product is: [N:12]1[CH:13]=[CH:14][CH:15]=[C:10]([NH:9][C:8]([N:31]2[CH2:32][CH2:33][N:28]([CH2:27][C:25]3[CH:24]=[CH:23][C:21]4[O:22][C:18]([F:34])([F:17])[O:19][C:20]=4[CH:26]=3)[CH2:29][CH2:30]2)=[O:16])[CH:11]=1.